Dataset: Full USPTO retrosynthesis dataset with 1.9M reactions from patents (1976-2016). Task: Predict the reactants needed to synthesize the given product. (1) Given the product [CH:36]1([N:33]2[CH2:32][CH2:31][N:30]([C:26]3[CH:25]=[C:24]([CH2:23][N:18]4[C:19]([CH3:21])=[CH:20][C:16](/[C:2](/[F:1])=[CH:3]/[C:4]5[CH:5]=[CH:6][C:7]([S:10]([F:15])([F:11])([F:12])([F:13])[F:14])=[CH:8][CH:9]=5)=[N:17]4)[CH:29]=[CH:28][N:27]=3)[CH2:35][CH2:34]2)[CH2:38][CH2:37]1, predict the reactants needed to synthesize it. The reactants are: [F:1]/[C:2](/[C:16]1[CH:20]=[C:19]([CH3:21])[NH:18][N:17]=1)=[CH:3]\[C:4]1[CH:9]=[CH:8][C:7]([S:10]([F:15])([F:14])([F:13])([F:12])[F:11])=[CH:6][CH:5]=1.Cl[CH2:23][C:24]1[CH:29]=[CH:28][N:27]=[C:26]([N:30]2[CH2:35][CH2:34][N:33]([CH:36]3[CH2:38][CH2:37]3)[CH2:32][CH2:31]2)[CH:25]=1. (2) Given the product [F:25][C:2]([F:24])([F:1])[C:3]1[CH:4]=[CH:5][C:6]2[C:10]([N:11]3[CH2:16][CH2:15][N:14]([CH2:17][C@@H:18]4[CH2:20][C@H:19]4[CH2:21][O:22][S:34]([CH3:33])(=[O:36])=[O:35])[CH2:13][CH2:12]3)=[CH:9][S:8][C:7]=2[CH:23]=1, predict the reactants needed to synthesize it. The reactants are: [F:1][C:2]([F:25])([F:24])[C:3]1[CH:4]=[CH:5][C:6]2[C:10]([N:11]3[CH2:16][CH2:15][N:14]([CH2:17][C@@H:18]4[CH2:20][C@H:19]4[CH2:21][OH:22])[CH2:13][CH2:12]3)=[CH:9][S:8][C:7]=2[CH:23]=1.CCN(CC)CC.[CH3:33][S:34](Cl)(=[O:36])=[O:35].C([O-])([O-])=O.[K+].[K+]. (3) Given the product [C:31]([N:14]1[CH2:13][C:12](=[CH:11][C:10]2[CH:27]=[CH:28][CH:29]=[CH:30][C:9]=2[F:8])[C:17](=[O:18])[C:16](=[CH:19][C:20]2[CH:25]=[CH:24][CH:23]=[CH:22][C:21]=2[F:26])[CH2:15]1)(=[O:49])[CH2:32][CH2:33][CH2:34][CH2:35][CH2:36][CH2:37][CH2:38][CH2:39][CH2:40][CH2:41][CH2:42][CH2:43][CH2:44][CH2:45][CH2:46][CH2:47][CH3:48], predict the reactants needed to synthesize it. The reactants are: C(N(CC)CC)C.[F:8][C:9]1[CH:30]=[CH:29][CH:28]=[CH:27][C:10]=1[CH:11]=[C:12]1[C:17](=[O:18])[C:16](=[CH:19][C:20]2[CH:25]=[CH:24][CH:23]=[CH:22][C:21]=2[F:26])[CH2:15][NH:14][CH2:13]1.[C:31](Cl)(=[O:49])[CH2:32][CH2:33][CH2:34][CH2:35][CH2:36][CH2:37][CH2:38][CH2:39][CH2:40][CH2:41][CH2:42][CH2:43][CH2:44][CH2:45][CH2:46][CH2:47][CH3:48].C(=O)([O-])[O-].[K+].[K+].